Dataset: Reaction yield outcomes from USPTO patents with 853,638 reactions. Task: Predict the reaction yield, written as a fraction of the theoretical maximum amount of product (1.0 means a 100% yield; for example, 0.34 means a 34% yield). (1) The reactants are CC([O-])(C)C.[K+].CC1C=CC(S([CH2:17][N+:18]#[C-])(=O)=O)=CC=1.[CH2:20]([O:27][C:28]1[CH:29]=[C:30]([CH:33]=[CH:34][C:35]=1[O:36][CH3:37])[CH:31]=O)[C:21]1[CH:26]=[CH:25][CH:24]=[CH:23][CH:22]=1.CO. The catalyst is C1COCC1.O. The product is [CH2:20]([O:27][C:28]1[CH:29]=[C:30]([CH2:31][C:17]#[N:18])[CH:33]=[CH:34][C:35]=1[O:36][CH3:37])[C:21]1[CH:26]=[CH:25][CH:24]=[CH:23][CH:22]=1. The yield is 0.480. (2) The reactants are [CH3:1][O:2][C:3]1[N:8]=[CH:7][C:6]([CH:9]=O)=[CH:5][N:4]=1.C([O:13][C:14](=[O:19])[CH2:15]C(C)=O)C.N1CCCCC1.[OH-:26].[Na+].C[CH:29]([OH:31])[CH3:30]. No catalyst specified. The product is [C:29]([CH2:30][CH:9]([C:6]1[CH:7]=[N:8][C:3]([O:2][CH3:1])=[N:4][CH:5]=1)[CH2:15][C:14]([OH:13])=[O:19])([OH:31])=[O:26]. The yield is 0.850. (3) The reactants are [CH:1]1([N:7]([CH:18]2[CH2:23][CH2:22][CH2:21][CH2:20][CH2:19]2)[C:8]([NH:10][C:11]2[S:12][C:13]([CH:16]=O)=[CH:14][N:15]=2)=[O:9])[CH2:6][CH2:5][CH2:4][CH2:3][CH2:2]1.Cl.[CH2:25]([O:32][C:33]([C@H:35]1[CH2:39][CH2:38][CH2:37][NH:36]1)=[O:34])[C:26]1[CH:31]=[CH:30][CH:29]=[CH:28][CH:27]=1.C(O[BH-](OC(=O)C)OC(=O)C)(=O)C.[Na+]. No catalyst specified. The product is [CH2:25]([O:32][C:33]([C@H:35]1[CH2:39][CH2:38][CH2:37][N:36]1[CH2:16][C:13]1[S:12][C:11]([NH:10][C:8]([N:7]([CH:1]2[CH2:6][CH2:5][CH2:4][CH2:3][CH2:2]2)[CH:18]2[CH2:19][CH2:20][CH2:21][CH2:22][CH2:23]2)=[O:9])=[N:15][CH:14]=1)=[O:34])[C:26]1[CH:27]=[CH:28][CH:29]=[CH:30][CH:31]=1. The yield is 0.780. (4) The reactants are C1C([N+]([O-])=O)=CC=C([Cl-][C:11]([O-])=[O:12])C=1.[CH:14]1([N:18]2[CH2:24][CH2:23][CH2:22][NH:21][CH2:20][CH2:19]2)[CH2:17][CH2:16][CH2:15]1.N1C=CC=CC=1.Cl.[NH:32]1[CH2:35][CH:34]([OH:36])[CH2:33]1.CCN(C(C)C)C(C)C. The catalyst is C(Cl)Cl. The product is [CH:14]1([N:18]2[CH2:24][CH2:23][CH2:22][N:21]([C:11]([N:32]3[CH2:35][CH:34]([OH:36])[CH2:33]3)=[O:12])[CH2:20][CH2:19]2)[CH2:17][CH2:16][CH2:15]1. The yield is 0.390. (5) The reactants are C([NH:4][C:5]1[CH:10]=[C:9]([C:11]2[CH:16]=[CH:15][C:14]([Cl:17])=[C:13]([F:18])[C:12]=2[CH2:19][F:20])[N:8]=[C:7]([C:21]([O:23][CH3:24])=[O:22])[C:6]=1[Cl:25])(=O)C.CO.C(Cl)(=O)C. The catalyst is [Cl-].[Na+].O. The product is [NH2:4][C:5]1[CH:10]=[C:9]([C:11]2[CH:16]=[CH:15][C:14]([Cl:17])=[C:13]([F:18])[C:12]=2[CH2:19][F:20])[N:8]=[C:7]([C:21]([O:23][CH3:24])=[O:22])[C:6]=1[Cl:25]. The yield is 0.480. (6) The reactants are [NH2:1][CH:2]1[CH2:11][C:10]2[CH:9]=[C:8]([C:12]([O:14][CH3:15])=[O:13])[CH:7]=[CH:6][C:5]=2[CH2:4][CH2:3]1.Cl.C(N(CC)CC)C.[CH3:24][O:25][C:26]1[CH:27]=[C:28](B(O)O)[CH:29]=[CH:30][CH:31]=1. The catalyst is CN(C=O)C.C([O-])(=O)C.[Cu+2].C([O-])(=O)C. The product is [CH3:24][O:25][C:26]1[CH:31]=[C:30]([NH:1][CH:2]2[CH2:11][C:10]3[CH:9]=[C:8]([C:12]([O:14][CH3:15])=[O:13])[CH:7]=[CH:6][C:5]=3[CH2:4][CH2:3]2)[CH:29]=[CH:28][CH:27]=1. The yield is 0.820. (7) The reactants are [CH3:1][O:2][C:3]1[CH:4]=[C:5]2[C:10](=[CH:11][C:12]=1[O:13][CH3:14])[N:9]=[CH:8][N:7]=[C:6]2[O:15][C:16]1[CH:22]=[CH:21][C:19]([NH2:20])=[C:18]([N+:23]([O-:25])=[O:24])[CH:17]=1.Cl[C:27](Cl)([O:29][C:30](=[O:36])OC(Cl)(Cl)Cl)Cl.[CH3:38][C:39]1[CH:44]=[CH:43][CH:42]=[CH:41][C:40]=1CO.C(=O)(O)[O-].[Na+]. The catalyst is C(Cl)Cl.C(N(CC)CC)C.C1(C)C=CC=CC=1. The product is [CH3:1][O:2][C:3]1[CH:4]=[C:5]2[C:10](=[CH:11][C:12]=1[O:13][CH3:14])[N:9]=[CH:8][N:7]=[C:6]2[O:15][C:16]1[CH:22]=[CH:21][C:19]([NH:20][C:30](=[O:36])[O:29][CH2:27][C:40]2[CH:41]=[CH:42][CH:43]=[CH:44][C:39]=2[CH3:38])=[C:18]([N+:23]([O-:25])=[O:24])[CH:17]=1. The yield is 0.910.